Dataset: Full USPTO retrosynthesis dataset with 1.9M reactions from patents (1976-2016). Task: Predict the reactants needed to synthesize the given product. (1) Given the product [CH3:1][S:2]([C:3]1[CH:4]=[CH:5][C:6]([C:9]2[C:14]([C:15]3[CH:20]=[CH:19][C:18]([C:21]([F:23])([F:24])[F:22])=[CH:17][CH:16]=3)=[CH:13][C:12]([CH:25]([CH2:31][CH:32]([CH3:33])[CH3:34])[C:26]([O:28][CH2:29][CH3:30])=[O:27])=[CH:11][CH:10]=2)=[CH:7][CH:8]=1)(=[O:43])=[O:46], predict the reactants needed to synthesize it. The reactants are: [CH3:1][S:2][C:3]1[CH:8]=[CH:7][C:6]([C:9]2[C:14]([C:15]3[CH:20]=[CH:19][C:18]([C:21]([F:24])([F:23])[F:22])=[CH:17][CH:16]=3)=[CH:13][C:12]([CH:25]([CH2:31][CH:32]([CH3:34])[CH3:33])[C:26]([O:28][CH2:29][CH3:30])=[O:27])=[CH:11][CH:10]=2)=[CH:5][CH:4]=1.C1C=C(Cl)C=C(C(OO)=[O:43])C=1.[OH2:46]. (2) Given the product [ClH:1].[Cl:1][C:2]1[CH:3]=[CH:4][C:5]([O:25][CH:26]([F:28])[F:27])=[C:6]([C:8]2[C:12]([NH:13][C:14]([C:16]3[CH:17]=[N:18][N:19]4[CH:24]=[CH:23][CH:22]=[N:21][C:20]=34)=[O:15])=[CH:11][N:10]([C:42]3[CH:43]=[CH:44][C:39]([C:37]([N:34]4[CH2:33][CH2:32][CH:31]([N:30]([CH3:46])[CH3:29])[CH2:36][CH2:35]4)=[O:38])=[CH:40][CH:41]=3)[N:9]=2)[CH:7]=1, predict the reactants needed to synthesize it. The reactants are: [Cl:1][C:2]1[CH:3]=[CH:4][C:5]([O:25][CH:26]([F:28])[F:27])=[C:6]([C:8]2[C:12]([NH:13][C:14]([C:16]3[CH:17]=[N:18][N:19]4[CH:24]=[CH:23][CH:22]=[N:21][C:20]=34)=[O:15])=[CH:11][NH:10][N:9]=2)[CH:7]=1.[CH3:29][N:30]([CH3:46])[CH:31]1[CH2:36][CH2:35][N:34]([C:37]([C:39]2[CH:44]=[CH:43][C:42](I)=[CH:41][CH:40]=2)=[O:38])[CH2:33][CH2:32]1.C(=O)([O-])[O-].[K+].[K+].CN[C@@H]1CCCC[C@H]1NC.